Predict the product of the given reaction. From a dataset of Forward reaction prediction with 1.9M reactions from USPTO patents (1976-2016). Given the reactants [NH2:1][C:2]1[N:3]=[C:4]([NH:7][C:8]2[CH:13]=[C:12]([F:14])[C:11]([C:15]3[CH:20]=[CH:19][C:18](NS(C)(=O)=O)=[CH:17][CH:16]=3)=[C:10]([C:26]([F:29])([F:28])[F:27])[CH:9]=2)[NH:5][N:6]=1.[CH3:30]S(NC1C=CC(B(O)O)=CC=1)(=O)=O, predict the reaction product. The product is: [F:14][C:12]1[C:11]([C:15]2[CH:20]=[CH:19][C:18]([CH3:30])=[CH:17][CH:16]=2)=[C:10]([C:26]([F:27])([F:29])[F:28])[CH:9]=[C:8]([NH:7][C:4]2[NH:5][N:6]=[C:2]([NH2:1])[N:3]=2)[CH:13]=1.